Dataset: Reaction yield outcomes from USPTO patents with 853,638 reactions. Task: Predict the reaction yield, written as a fraction of the theoretical maximum amount of product (1.0 means a 100% yield; for example, 0.34 means a 34% yield). (1) The reactants are [CH3:1][C:2]([CH2:4][C:5]([NH2:8])([CH3:7])[CH3:6])=[O:3].C(O)(C(O)=O)=O.O=[CH:16][CH2:17][CH2:18][C:19]([O:21][CH3:22])=[O:20]. The catalyst is CO. The product is [CH3:6][C:5]1([CH3:7])[NH:8][CH:16]([CH2:17][CH2:18][C:19]([O:21][CH3:22])=[O:20])[CH2:1][C:2](=[O:3])[CH2:4]1. The yield is 0.370. (2) The reactants are Cl[C:2]1[CH:7]=[CH:6][N:5]=[C:4]([N:8]2[C:20](=[O:21])[C:19]3[S:18][C:17]4[CH2:16][CH2:15][CH2:14][CH2:13][C:12]=4[C:11]=3[CH:10]=[N:9]2)[C:3]=1[CH:22]=[O:23].[CH3:24][N:25]1[CH:30]=[C:29](B2OC(C)(C)C(C)(C)O2)[CH:28]=[C:27]([NH:40][C:41]2[CH:50]=[C:44]3[CH2:45][N:46]([CH3:49])[CH2:47][CH2:48][N:43]3[N:42]=2)[C:26]1=[O:51].[O-]P([O-])([O-])=O.[K+].[K+].[K+].O.O.O.C([O-])(=O)C.[Na+]. The catalyst is O.C1C=CC(P(C2C=CC=CC=2)[C-]2C=CC=C2)=CC=1.C1C=CC(P(C2C=CC=CC=2)[C-]2C=CC=C2)=CC=1.Cl[Pd]Cl.[Fe+2].C(#N)C. The product is [CH3:24][N:25]1[C:26](=[O:51])[C:27]([NH:40][C:41]2[CH:50]=[C:44]3[CH2:45][N:46]([CH3:49])[CH2:47][CH2:48][N:43]3[N:42]=2)=[CH:28][C:29]([C:2]2[CH:7]=[CH:6][N:5]=[C:4]([N:8]3[C:20](=[O:21])[C:19]4[S:18][C:17]5[CH2:16][CH2:15][CH2:14][CH2:13][C:12]=5[C:11]=4[CH:10]=[N:9]3)[C:3]=2[CH:22]=[O:23])=[CH:30]1. The yield is 0.880. (3) The reactants are [Cl:1][C:2]1[CH:10]=[C:9]2[C:5]([C:6]([C:11]([O:13]C)=[O:12])=[CH:7][NH:8]2)=[CH:4][C:3]=1[C:15]1[CH:20]=[CH:19][C:18]([O:21][CH2:22][CH2:23][CH2:24][N:25]2[CH2:30][CH2:29][NH:28][CH2:27][CH2:26]2)=[CH:17][CH:16]=1.[OH-].[Na+]. The catalyst is CO. The product is [Cl:1][C:2]1[CH:10]=[C:9]2[C:5]([C:6]([C:11]([OH:13])=[O:12])=[CH:7][NH:8]2)=[CH:4][C:3]=1[C:15]1[CH:16]=[CH:17][C:18]([O:21][CH2:22][CH2:23][CH2:24][N:25]2[CH2:26][CH2:27][NH:28][CH2:29][CH2:30]2)=[CH:19][CH:20]=1. The yield is 0.470. (4) The reactants are [N:1]1[CH:6]=[CH:5][C:4]([CH3:7])=[CH:3][CH:2]=1.[CH2:8]([Br:15])[C:9]1[CH:14]=[CH:13][CH:12]=[CH:11][CH:10]=1. The catalyst is C1(C)C=CC=CC=1. The product is [Br-:15].[CH2:8]([N+:1]1[CH:6]=[CH:5][C:4]([CH3:7])=[CH:3][CH:2]=1)[C:9]1[CH:14]=[CH:13][CH:12]=[CH:11][CH:10]=1. The yield is 0.810. (5) The reactants are [CH3:1][O:2][C:3]1[CH:4]=[C:5]([O:14][CH3:15])[C:6]2[O:10][C:9]([CH2:11][OH:12])=[CH:8][C:7]=2[CH:13]=1.Cl[C:17]([O:19][C:20]1[CH:25]=[CH:24][C:23]([N+:26]([O-:28])=[O:27])=[CH:22][CH:21]=1)=[O:18]. The catalyst is C1COCC1. The product is [C:17](=[O:18])([O:19][C:20]1[CH:21]=[CH:22][C:23]([N+:26]([O-:28])=[O:27])=[CH:24][CH:25]=1)[O:12][CH2:11][C:9]1[O:10][C:6]2[C:5]([O:14][CH3:15])=[CH:4][C:3]([O:2][CH3:1])=[CH:13][C:7]=2[CH:8]=1. The yield is 0.670. (6) The reactants are CC(=O)CC(=O)C.NC1C(C(OCC)=O)=CNN=1.[CH3:19][C:20]1[CH:25]=[C:24]([CH3:26])[N:23]2[N:27]=[CH:28][C:29]([C:30]([O:32]CC)=[O:31])=[C:22]2[N:21]=1.[OH-].[Na+]. The catalyst is CO.C(OCC)C.C(O)(=O)C. The product is [CH3:19][C:20]1[CH:25]=[C:24]([CH3:26])[N:23]2[N:27]=[CH:28][C:29]([C:30]([OH:32])=[O:31])=[C:22]2[N:21]=1. The yield is 0.570. (7) The reactants are Cl[C:2]1[CH:3]=[C:4]([C:9]2[N:13]([C:14]3[CH:19]=[CH:18][C:17]([O:20][CH3:21])=[CH:16][CH:15]=3)[N:12]=[C:11]([CH2:22][CH:23]([C:27]3[CH:28]=[C:29]([CH3:33])[CH:30]=[CH:31][CH:32]=3)[C:24](O)=[O:25])[CH:10]=2)[CH:5]=[CH:6][C:7]=1Cl.[CH2:34](Cl)CCl.C1C=CC2N(O)N=NC=2C=1.Cl.[NH2:49][C@@H:50]1[CH2:55][CH2:54][CH2:53][CH2:52][C@H:51]1[OH:56].CCN(C(C)C)C(C)C. The catalyst is CN(C=O)C.CCOC(C)=O. The product is [OH:56][CH:51]1[CH2:52][CH2:53][CH2:54][CH2:55][CH:50]1[NH:49][C:24](=[O:25])[CH:23]([C:27]1[CH:28]=[C:29]([CH3:33])[CH:30]=[CH:31][CH:32]=1)[CH2:22][C:11]1[CH:10]=[C:9]([C:4]2[CH:3]=[CH:2][C:7]([CH3:34])=[CH:6][CH:5]=2)[N:13]([C:14]2[CH:15]=[CH:16][C:17]([O:20][CH3:21])=[CH:18][CH:19]=2)[N:12]=1. The yield is 0.330.